This data is from Reaction yield outcomes from USPTO patents with 853,638 reactions. The task is: Predict the reaction yield, written as a fraction of the theoretical maximum amount of product (1.0 means a 100% yield; for example, 0.34 means a 34% yield). (1) The reactants are C([O:8][C:9]1[C:14]([CH2:15][N:16]2[CH2:25][CH2:24][C:23]3[C:22]([C:26]([N:28]([CH3:30])[CH3:29])=[O:27])=[CH:21][C:20]([O:31][CH:32]([CH3:34])[CH3:33])=[C:19]([Cl:35])[C:18]=3[C:17]2=[O:36])=[C:13]([CH3:37])[CH:12]=[C:11]([CH3:38])[N:10]=1)C1C=CC=CC=1.C(O)(C(F)(F)F)=O. No catalyst specified. The product is [Cl:35][C:19]1[C:18]2[C:17](=[O:36])[N:16]([CH2:15][C:14]3[C:9](=[O:8])[NH:10][C:11]([CH3:38])=[CH:12][C:13]=3[CH3:37])[CH2:25][CH2:24][C:23]=2[C:22]([C:26]([N:28]([CH3:30])[CH3:29])=[O:27])=[CH:21][C:20]=1[O:31][CH:32]([CH3:34])[CH3:33]. The yield is 0.850. (2) The reactants are Cl.[N+:2]([C:5]1[CH:6]=[C:7]2[C:13]([NH2:14])=[N:12][NH:11][C:8]2=[N:9][CH:10]=1)([O-:4])=[O:3].[OH-].[Na+]. The catalyst is CCOC(C)=O.O. The product is [N+:2]([C:5]1[CH:6]=[C:7]2[C:13]([NH2:14])=[N:12][NH:11][C:8]2=[N:9][CH:10]=1)([O-:4])=[O:3]. The yield is 0.750. (3) The reactants are [C:1]([O:5][C:6]([N:8]1[C:13]2([CH2:15][CH2:14]2)[CH2:12][N:11]2[N:16]=[C:17]([I:22])[C:18]([C:19]([OH:21])=O)=[C:10]2[CH2:9]1)=[O:7])([CH3:4])([CH3:3])[CH3:2].[NH4+].[Cl-].C[N:26](C(ON1N=NC2C=CC=NC1=2)=[N+](C)C)C.F[P-](F)(F)(F)(F)F.CCN(C(C)C)C(C)C. The catalyst is CN(C=O)C.O. The product is [C:19]([C:18]1[C:17]([I:22])=[N:16][N:11]2[CH2:12][C:13]3([CH2:15][CH2:14]3)[N:8]([C:6]([O:5][C:1]([CH3:4])([CH3:2])[CH3:3])=[O:7])[CH2:9][C:10]=12)(=[O:21])[NH2:26]. The yield is 0.890.